Dataset: NCI-60 drug combinations with 297,098 pairs across 59 cell lines. Task: Regression. Given two drug SMILES strings and cell line genomic features, predict the synergy score measuring deviation from expected non-interaction effect. (1) Drug 1: CC1=C(C(CCC1)(C)C)C=CC(=CC=CC(=CC(=O)O)C)C. Drug 2: C1C(C(OC1N2C=NC3=C2NC=NCC3O)CO)O. Cell line: OVCAR-4. Synergy scores: CSS=4.84, Synergy_ZIP=-2.04, Synergy_Bliss=0.0548, Synergy_Loewe=-0.723, Synergy_HSA=0.388. (2) Drug 1: CC1=C(C=C(C=C1)NC2=NC=CC(=N2)N(C)C3=CC4=NN(C(=C4C=C3)C)C)S(=O)(=O)N.Cl. Drug 2: CC(C)NC(=O)C1=CC=C(C=C1)CNNC.Cl. Cell line: ACHN. Synergy scores: CSS=3.34, Synergy_ZIP=-2.84, Synergy_Bliss=-3.40, Synergy_Loewe=-5.07, Synergy_HSA=-2.11. (3) Drug 1: CC1=C(C=C(C=C1)NC(=O)C2=CC=C(C=C2)CN3CCN(CC3)C)NC4=NC=CC(=N4)C5=CN=CC=C5. Drug 2: C1=NC2=C(N1)C(=S)N=CN2. Cell line: RPMI-8226. Synergy scores: CSS=40.3, Synergy_ZIP=-2.56, Synergy_Bliss=-2.29, Synergy_Loewe=-27.9, Synergy_HSA=-0.981. (4) Drug 1: CC1=CC2C(CCC3(C2CCC3(C(=O)C)OC(=O)C)C)C4(C1=CC(=O)CC4)C. Drug 2: C1=CC=C(C=C1)NC(=O)CCCCCCC(=O)NO. Cell line: SF-295. Synergy scores: CSS=4.12, Synergy_ZIP=-1.21, Synergy_Bliss=-2.17, Synergy_Loewe=-13.6, Synergy_HSA=-4.91. (5) Drug 1: CC12CCC3C(C1CCC2=O)CC(=C)C4=CC(=O)C=CC34C. Drug 2: CC(C)(C#N)C1=CC(=CC(=C1)CN2C=NC=N2)C(C)(C)C#N. Synergy scores: CSS=22.9, Synergy_ZIP=0.756, Synergy_Bliss=-2.08, Synergy_Loewe=-0.521, Synergy_HSA=-1.56. Cell line: BT-549.